Dataset: Forward reaction prediction with 1.9M reactions from USPTO patents (1976-2016). Task: Predict the product of the given reaction. (1) Given the reactants [CH2:1]([O:4][C:5]([NH:7][C@@:8]1([C:17]([OH:19])=[O:18])[CH2:13][CH2:12][C@@H:11]2[C@H:9]1[C@H:10]2[C:14]([OH:16])=[O:15])=[O:6])[CH:2]=[CH2:3].C(N=C=N[CH2:25][CH2:26][CH2:27]N(C)C)C.CN(C1C=CC=CN=1)C.C(O)C=C, predict the reaction product. The product is: [CH2:27]([O:15][C:14]([C@@H:10]1[C@@H:9]2[C@H:11]1[CH2:12][CH2:13][C@@:8]2([NH:7][C:5]([O:4][CH2:1][CH:2]=[CH2:3])=[O:6])[C:17]([OH:19])=[O:18])=[O:16])[CH:26]=[CH2:25]. (2) The product is: [CH2:1]([O:8][C:9](=[O:33])[C@@H:10]([NH:25][C:26]([O:28][C:29]([CH3:32])([CH3:31])[CH3:30])=[O:27])[CH2:11][CH2:12][C:13]1[N:23]([CH2:38][C:37]2[CH:40]=[CH:41][C:42]([F:43])=[C:35]([F:34])[CH:36]=2)[C:16]2[CH:17]=[C:18]([CH3:22])[C:19]([CH3:21])=[CH:20][C:15]=2[N:14]=1)[C:2]1[CH:7]=[CH:6][CH:5]=[CH:4][CH:3]=1. Given the reactants [CH2:1]([O:8][C:9](=[O:33])[C@@H:10]([NH:25][C:26]([O:28][C:29]([CH3:32])([CH3:31])[CH3:30])=[O:27])[CH2:11][CH2:12][C:13](=O)[NH:14][C:15]1[CH:20]=[C:19]([CH3:21])[C:18]([CH3:22])=[CH:17][C:16]=1[NH2:23])[C:2]1[CH:7]=[CH:6][CH:5]=[CH:4][CH:3]=1.[F:34][C:35]1[CH:36]=[C:37]([CH:40]=[CH:41][C:42]=1[F:43])[CH:38]=O.C(O[BH-](OC(=O)C)OC(=O)C)(=O)C.[Na+].C(Cl)(Cl)Cl, predict the reaction product. (3) The product is: [CH2:1]([O:4][C:5]1[CH:38]=[CH:37][C:8]([CH2:9][NH:10][C:11]2[N:16]=[C:15]([O:17][CH2:18][C:19]([F:20])([F:21])[F:22])[N:14]=[C:13]([NH:23][C:24]3[CH:36]=[CH:35][C:27]([C:28]([NH:30][CH2:31][C:32]([NH:45][S:42]([CH2:39][CH:40]=[CH2:41])(=[O:44])=[O:43])=[O:33])=[O:29])=[CH:26][CH:25]=3)[N:12]=2)=[CH:7][CH:6]=1)[CH:2]=[CH2:3]. Given the reactants [CH2:1]([O:4][C:5]1[CH:38]=[CH:37][C:8]([CH2:9][NH:10][C:11]2[N:16]=[C:15]([O:17][CH2:18][C:19]([F:22])([F:21])[F:20])[N:14]=[C:13]([NH:23][C:24]3[CH:36]=[CH:35][C:27]([C:28]([NH:30][CH2:31][C:32](O)=[O:33])=[O:29])=[CH:26][CH:25]=3)[N:12]=2)=[CH:7][CH:6]=1)[CH:2]=[CH2:3].[CH2:39]([S:42]([NH2:45])(=[O:44])=[O:43])[CH:40]=[CH2:41].CN(C(ON1N=NC2C=CC=NC1=2)=[N+](C)C)C.F[P-](F)(F)(F)(F)F.CCN(C(C)C)C(C)C, predict the reaction product. (4) Given the reactants [Cl:1][C:2]1[C:11]2[C:10]([S:12](Cl)(=[O:14])=[O:13])=[CH:9][CH:8]=[CH:7][C:6]=2[CH:5]=[N:4][CH:3]=1.[C:16]([O:20][C:21]([NH:23][CH:24]([CH:26]1[CH2:31][CH2:30][NH:29][CH2:28][CH2:27]1)[CH3:25])=[O:22])([CH3:19])([CH3:18])[CH3:17].BrC1C2C(S(Cl)(=O)=O)=CC=CC=2C=NC=1.C(OC(N[C@H]1CCNC1)=O)(C)(C)C, predict the reaction product. The product is: [C:16]([O:20][C:21]([NH:23][CH:24]([CH:26]1[CH2:27][CH2:28][N:29]([S:12]([C:10]2[C:11]3[C:2]([Cl:1])=[CH:3][N:4]=[CH:5][C:6]=3[CH:7]=[CH:8][CH:9]=2)(=[O:14])=[O:13])[CH2:30][CH2:31]1)[CH3:25])=[O:22])([CH3:17])([CH3:18])[CH3:19]. (5) Given the reactants [CH3:1][C:2]([CH3:7])([CH3:6])[C:3](Cl)=[O:4].[Br:8][C:9]1[CH:14]=[C:13]([C:15]2[O:16][C:17]3[CH:23]=[CH:22][C:21]([CH3:24])=[CH:20][C:18]=3[N:19]=2)[CH:12]=[CH:11][C:10]=1[NH2:25].C(N(CC)CC)C, predict the reaction product. The product is: [Br:8][C:9]1[CH:14]=[C:13]([C:15]2[O:16][C:17]3[CH:23]=[CH:22][C:21]([CH3:24])=[CH:20][C:18]=3[N:19]=2)[CH:12]=[CH:11][C:10]=1[NH:25][C:3](=[O:4])[C:2]([CH3:7])([CH3:6])[CH3:1]. (6) Given the reactants C(OC(=O)[NH:7][CH2:8][CH2:9][CH2:10][N:11]1[C:20]2[CH:19]=[CH:18][C:17]([C:21]3[CH:26]=[CH:25][C:24]([C:27]#[N:28])=[CH:23][CH:22]=3)=[CH:16][C:15]=2[C:14]2=[N:29][N:30](C3CCCCO3)[C:31]([CH3:32])=[C:13]2[C:12]1=[O:39])(C)(C)C.Cl, predict the reaction product. The product is: [NH2:7][CH2:8][CH2:9][CH2:10][N:11]1[C:20]2[CH:19]=[CH:18][C:17]([C:21]3[CH:26]=[CH:25][C:24]([C:27]#[N:28])=[CH:23][CH:22]=3)=[CH:16][C:15]=2[C:14]2=[N:29][NH:30][C:31]([CH3:32])=[C:13]2[C:12]1=[O:39]. (7) Given the reactants [CH3:1][O:2][C:3]([C:5]1[C:6](=[O:17])[O:7][C:8]2[C:13]([C:14]=1[OH:15])=[CH:12][C:11](Br)=[CH:10][CH:9]=2)=[O:4].[CH2:18]([O:25][C:26]1[CH:31]=[CH:30][C:29](B(O)O)=[CH:28][CH:27]=1)[C:19]1[CH:24]=[CH:23][CH:22]=[CH:21][CH:20]=1, predict the reaction product. The product is: [CH3:1][O:2][C:3]([C:5]1[C:6](=[O:17])[O:7][C:8]2[C:13]([C:14]=1[OH:15])=[CH:12][C:11]([C:29]1[CH:30]=[CH:31][C:26]([O:25][CH2:18][C:19]3[CH:24]=[CH:23][CH:22]=[CH:21][CH:20]=3)=[CH:27][CH:28]=1)=[CH:10][CH:9]=2)=[O:4]. (8) Given the reactants ClC1N=NC(Cl)=CC=1.OCC1CCN(C(OC(C)(C)C)=O)CC1.CC(C)([O-])C.[K+].Cl[C:31]1[N:36]=[N:35][C:34]([O:37][CH2:38][CH:39]2[CH2:44][CH2:43][N:42]([C:45]([O:47][C:48]([CH3:51])([CH3:50])[CH3:49])=[O:46])[CH2:41][CH2:40]2)=[CH:33][CH:32]=1.[CH3:52][S:53]([C:56]1[CH:61]=[CH:60][C:59](B(O)O)=[CH:58][CH:57]=1)(=[O:55])=[O:54].C([O-])([O-])=O.[Na+].[Na+], predict the reaction product. The product is: [CH3:52][S:53]([C:56]1[CH:61]=[CH:60][C:59]([C:31]2[N:36]=[N:35][C:34]([O:37][CH2:38][CH:39]3[CH2:44][CH2:43][N:42]([C:45]([O:47][C:48]([CH3:51])([CH3:50])[CH3:49])=[O:46])[CH2:41][CH2:40]3)=[CH:33][CH:32]=2)=[CH:58][CH:57]=1)(=[O:55])=[O:54]. (9) The product is: [Cl:1][C:2]1[CH:7]=[CH:6][CH:5]=[CH:4][C:3]=1[C@@H:8]1[CH2:22][C:12]2[N:13]=[C:14]([C:16]3[CH:21]=[CH:20][CH:19]=[CH:18][N:17]=3)[O:15][C:11]=2[CH2:10][CH2:9]1. Given the reactants [Cl:1][C:2]1[CH:7]=[CH:6][CH:5]=[CH:4][C:3]=1[CH:8]1[CH2:22][C:12]2[N:13]=[C:14]([C:16]3[CH:21]=[CH:20][CH:19]=[CH:18][N:17]=3)[O:15][C:11]=2[CH2:10][CH2:9]1.C(=O)=O.CCCCCC.C(O)(C)C, predict the reaction product. (10) Given the reactants [CH3:1][C:2]1([CH3:15])[C@@H:4]2[CH2:5][C:6]3[C:10]([C@H:3]12)=[C:9]([CH3:11])[S:8][C:7]=3[C:12]([OH:14])=O.CN(C([O:23]N1N=NC2C=CC=CC1=2)=[N+](C)C)C.[B-](F)(F)(F)F.C(N(C(C)C)C(C)C)C.[NH2:47][CH2:48][C:49]1[CH:59]=[CH:58][C:52]([O:53][CH:54](O)[CH2:55][CH3:56])=[CH:51][C:50]=1[O:60][CH3:61], predict the reaction product. The product is: [OH:23][CH2:56][CH2:55][CH2:54][O:53][C:52]1[CH:58]=[CH:59][C:49]([CH2:48][NH:47][C:12]([C:7]2[S:8][C:9]([CH3:11])=[C:10]3[C:6]=2[CH2:5][C@H:4]2[C:2]([CH3:1])([CH3:15])[C@H:3]23)=[O:14])=[C:50]([O:60][CH3:61])[CH:51]=1.